This data is from Forward reaction prediction with 1.9M reactions from USPTO patents (1976-2016). The task is: Predict the product of the given reaction. (1) Given the reactants N(O[CH2:4][C:5]1[CH:10]=[C:9]([C:11](=[O:13])[CH3:12])[CH:8]=[CH:7][C:6]=1[O:14][CH3:15])=O.[C:16]([OH:19])(=[O:18])C, predict the reaction product. The product is: [C:11]([C:9]1[CH:8]=[CH:7][C:6]([O:14][CH3:15])=[C:5]([CH2:4][C:16]([OH:19])=[O:18])[CH:10]=1)(=[O:13])[CH3:12]. (2) The product is: [CH2:12]([O:11][C:9]1[CH:8]=[CH:7][C:6]2[NH:19][C:20]([C:22]3[C:31](=[O:32])[C:30]([CH2:33][CH2:34][CH3:35])([CH2:36][CH2:37][CH3:38])[C:29]4[C:24]([C:23]=3[OH:39])=[CH:25][CH:26]=[CH:27][CH:28]=4)=[N:1][S:2](=[O:4])(=[O:3])[C:5]=2[CH:10]=1)[C:13]1[CH:18]=[CH:17][CH:16]=[CH:15][CH:14]=1. Given the reactants [NH2:1][S:2]([C:5]1[CH:10]=[C:9]([O:11][CH2:12][C:13]2[CH:18]=[CH:17][CH:16]=[CH:15][CH:14]=2)[CH:8]=[CH:7][C:6]=1[NH:19][C:20]([C:22]1[C:31](=[O:32])[C:30]([CH2:36][CH2:37][CH3:38])([CH2:33][CH2:34][CH3:35])[C:29]2[C:24](=[CH:25][CH:26]=[CH:27][CH:28]=2)[C:23]=1[OH:39])=O)(=[O:4])=[O:3].N12CCCN=C1CCCCC2, predict the reaction product. (3) Given the reactants [CH2:1]([NH:3][C:4]1[S:5][C@H:6]2[O:12][C@H:11]([CH2:13]O)[C@@H:10]([OH:15])[C@H:9]([OH:16])[C@H:7]2[N:8]=1)[CH3:2].[Cl:17]N1C(=O)CCC1=O.C1(P(C2C=CC=CC=2)C2C=CC=CC=2)C=CC=CC=1, predict the reaction product. The product is: [Cl:17][CH2:13][C@H:11]1[O:12][C@H:6]2[C@H:7]([N:8]=[C:4]([NH:3][CH2:1][CH3:2])[S:5]2)[C@@H:9]([OH:16])[C@@H:10]1[OH:15]. (4) Given the reactants Br[C:2]1[CH:3]=[C:4]([CH:19]=[CH:20][CH:21]=1)[CH2:5][O:6][C:7]1[CH:12]=[CH:11][C:10]([CH2:13][CH2:14][C:15]([O:17]C)=[O:16])=[CH:9][CH:8]=1.[C:22]1([C:29]2[CH:34]=[CH:33][CH:32]=[CH:31][CH:30]=2)[CH:27]=[CH:26][CH:25]=[C:24]([NH2:28])[CH:23]=1, predict the reaction product. The product is: [C:22]1([C:29]2[CH:30]=[CH:31][CH:32]=[CH:33][CH:34]=2)[CH:27]=[CH:26][CH:25]=[C:24]([NH:28][C:2]2[CH:3]=[C:4]([CH:19]=[CH:20][CH:21]=2)[CH2:5][O:6][C:7]2[CH:12]=[CH:11][C:10]([CH2:13][CH2:14][C:15]([OH:17])=[O:16])=[CH:9][CH:8]=2)[CH:23]=1. (5) Given the reactants C[O:2][C:3](=[O:36])[C@H:4]([NH:16][C:17]([N:19]1[CH2:24][CH2:23][CH:22]([N:25]2[CH2:34][C:33]3[C:28](=[CH:29][CH:30]=[CH:31][CH:32]=3)[NH:27][C:26]2=[O:35])[CH2:21][CH2:20]1)=[O:18])[CH2:5][C:6]1[CH:7]=[C:8]2[C:12](=[C:13]([CH3:15])[CH:14]=1)[NH:11][N:10]=[CH:9]2.[OH-].[Li+], predict the reaction product. The product is: [O:35]=[C:26]1[N:25]([CH:22]2[CH2:21][CH2:20][N:19]([C:17]([NH:16][C@H:4]([CH2:5][C:6]3[CH:7]=[C:8]4[C:12](=[C:13]([CH3:15])[CH:14]=3)[NH:11][N:10]=[CH:9]4)[C:3]([OH:36])=[O:2])=[O:18])[CH2:24][CH2:23]2)[CH2:34][C:33]2[C:28](=[CH:29][CH:30]=[CH:31][CH:32]=2)[NH:27]1.